The task is: Predict the reactants needed to synthesize the given product.. This data is from Full USPTO retrosynthesis dataset with 1.9M reactions from patents (1976-2016). (1) Given the product [Cl:3][C:4]1[CH:5]=[C:6]([C:14]2[O:18][N:17]=[C:16]([C:19]3[C:20]([CH2:32][CH3:33])=[C:21]([CH2:25][CH2:26][C:27]([OH:29])=[O:28])[CH:22]=[CH:23][CH:24]=3)[N:15]=2)[CH:7]=[CH:8][C:9]=1[O:10][CH:11]([CH3:12])[CH3:13], predict the reactants needed to synthesize it. The reactants are: [OH-].[Na+].[Cl:3][C:4]1[CH:5]=[C:6]([C:14]2[O:18][N:17]=[C:16]([C:19]3[C:20]([CH2:32][CH3:33])=[C:21]([CH2:25][CH2:26][C:27]([O:29]CC)=[O:28])[CH:22]=[CH:23][CH:24]=3)[N:15]=2)[CH:7]=[CH:8][C:9]=1[O:10][CH:11]([CH3:13])[CH3:12].Cl. (2) Given the product [C:6]([C:8]1[CH:9]=[CH:10][C:11]([CH2:12][C:13]23[CH2:20][CH2:19][CH2:18][N:17]2[C:16](=[O:21])[N:15]([C:22]2[CH:27]=[C:26]([N:28]4[CH:32]=[CH:31][CH:30]=[C:29]4[CH:37]=[O:38])[CH:25]=[C:24]([Cl:33])[CH:23]=2)[C:14]3=[O:34])=[CH:35][CH:36]=1)#[N:7], predict the reactants needed to synthesize it. The reactants are: O=P(Cl)(Cl)Cl.[C:6]([C:8]1[CH:36]=[CH:35][C:11]([CH2:12][C:13]23[CH2:20][CH2:19][CH2:18][N:17]2[C:16](=[O:21])[N:15]([C:22]2[CH:27]=[C:26]([N:28]4[CH:32]=[CH:31][CH:30]=[CH:29]4)[CH:25]=[C:24]([Cl:33])[CH:23]=2)[C:14]3=[O:34])=[CH:10][CH:9]=1)#[N:7].[C:37]([O-])(O)=[O:38].[Na+].